This data is from Reaction yield outcomes from USPTO patents with 853,638 reactions. The task is: Predict the reaction yield, written as a fraction of the theoretical maximum amount of product (1.0 means a 100% yield; for example, 0.34 means a 34% yield). The reactants are C([SiH](CC)CC)C.[CH2:8]([O:10][C:11](=[O:41])[C:12]([NH:37][C:38](=[O:40])[CH3:39])([CH:18]1[CH2:27][CH2:26][C:25]2[C:20](=[CH:21][CH:22]=[C:23]([CH2:28][CH2:29][CH2:30][CH2:31][CH2:32][CH2:33][CH2:34][CH3:35])[CH:24]=2)[C:19]1=O)[C:13]([O:15][CH2:16][CH3:17])=[O:14])[CH3:9]. The catalyst is C(Cl)Cl.Cl[Ti](Cl)(Cl)Cl. The product is [CH2:8]([O:10][C:11](=[O:41])[C:12]([NH:37][C:38](=[O:40])[CH3:39])([CH:18]1[CH2:27][CH2:26][C:25]2[C:20](=[CH:21][CH:22]=[C:23]([CH2:28][CH2:29][CH2:30][CH2:31][CH2:32][CH2:33][CH2:34][CH3:35])[CH:24]=2)[CH2:19]1)[C:13]([O:15][CH2:16][CH3:17])=[O:14])[CH3:9]. The yield is 0.650.